Dataset: Retrosynthesis with 50K atom-mapped reactions and 10 reaction types from USPTO. Task: Predict the reactants needed to synthesize the given product. (1) Given the product CC(C)Cn1nc(S(=O)(=O)c2cccc3ccccc23)c2cc(N3CCN(C(=O)OC(C)(C)C)CC3)ccc21, predict the reactants needed to synthesize it. The reactants are: CC(C)(C)OC(=O)N1CCN(c2ccc3[nH]nc(S(=O)(=O)c4cccc5ccccc45)c3c2)CC1.CC(C)CI. (2) Given the product COc1ccc(-c2nc(N)nc3ccc(Br)cc23)cc1OC, predict the reactants needed to synthesize it. The reactants are: COc1ccc(-c2nc(Cl)nc3ccc(Br)cc23)cc1OC.N. (3) Given the product O=C(NCc1ccccc1)c1cccc2nc(-c3c(NCCc4cccc(Cl)c4)cc[nH]c3=O)[nH]c12, predict the reactants needed to synthesize it. The reactants are: NCc1ccccc1.O=C(O)c1cccc2nc(-c3c(NCCc4cccc(Cl)c4)cc[nH]c3=O)[nH]c12. (4) Given the product Cn1c(CCl)nc2cc(F)ccc21, predict the reactants needed to synthesize it. The reactants are: CNc1ccc(F)cc1N.O=C(O)CCl. (5) Given the product COCCn1cc(C(=O)N2CCC(c3cc(CN)ccc3OCC(=O)OC)CC2)c2cccc(C)c21, predict the reactants needed to synthesize it. The reactants are: COCCn1cc(C(=O)N2CCC(c3cc(CNC(=O)OC(C)(C)C)ccc3OCC(=O)OC)CC2)c2cccc(C)c21. (6) The reactants are: CCOC(=O)c1ccc(-c2cccc(C(=O)Nc3ccc(N4CCOCC4)cc3)c2)cc1. Given the product O=C(O)c1ccc(-c2cccc(C(=O)Nc3ccc(N4CCOCC4)cc3)c2)cc1, predict the reactants needed to synthesize it. (7) Given the product CCOC(OCC)c1cc2cncc(N3CCNCC3)c2o1, predict the reactants needed to synthesize it. The reactants are: C1CNCCN1.CCOC(OCC)c1cc2cncc(I)c2o1. (8) Given the product O=C(N[C@@H]1CCc2cc(N3CC(CO)OC3=O)ccc2NC1=O)OCc1ccccc1, predict the reactants needed to synthesize it. The reactants are: CCCC(=O)OCC1CN(c2ccc3c(c2)CCC(NC(=O)OCc2ccccc2)C(=O)N3)C(=O)O1.